From a dataset of Catalyst prediction with 721,799 reactions and 888 catalyst types from USPTO. Predict which catalyst facilitates the given reaction. (1) Reactant: [OH:1][CH2:2][C:3]([CH3:29])([C:23]1[CH:28]=[CH:27][CH:26]=[CH:25][CH:24]=1)[CH2:4][CH2:5][CH2:6][CH2:7][S:8][CH2:9][CH2:10][CH2:11][CH2:12][C:13]([CH3:22])([C:16]1[CH:21]=[CH:20][CH:19]=[CH:18][CH:17]=1)[CH2:14][OH:15].[OH:30]O. Product: [OH:1][CH2:2][C:3]([CH3:29])([C:23]1[CH:28]=[CH:27][CH:26]=[CH:25][CH:24]=1)[CH2:4][CH2:5][CH2:6][CH2:7][S:8]([CH2:9][CH2:10][CH2:11][CH2:12][C:13]([CH3:22])([C:16]1[CH:21]=[CH:20][CH:19]=[CH:18][CH:17]=1)[CH2:14][OH:15])=[O:30]. The catalyst class is: 86. (2) Reactant: Cl.[NH2:2][C@H:3]1[CH2:7][CH2:6][CH2:5][C@@H:4]1[NH:8][C:9](=[O:22])[C:10]1[CH:15]=[C:14]([CH3:16])[CH:13]=[CH:12][C:11]=1[N:17]1[N:21]=[CH:20][CH:19]=[N:18]1.C1C=CC(P(C2C(C3C(P(C4C=CC=CC=4)C4C=CC=CC=4)=CC=C4C=3C=CC=C4)=C3C(C=CC=C3)=CC=2)C2C=CC=CC=2)=CC=1.C(=O)([O-])[O-].[Cs+].[Cs+].Br[C:76]1[CH:81]=[CH:80][C:79]([Cl:82])=[CH:78][N:77]=1. Product: [Cl:82][C:79]1[CH:80]=[CH:81][C:76]([NH:2][C@H:3]2[CH2:7][CH2:6][CH2:5][C@@H:4]2[NH:8][C:9](=[O:22])[C:10]2[CH:15]=[C:14]([CH3:16])[CH:13]=[CH:12][C:11]=2[N:17]2[N:18]=[CH:19][CH:20]=[N:21]2)=[N:77][CH:78]=1. The catalyst class is: 491.